Predict the reactants needed to synthesize the given product. From a dataset of Full USPTO retrosynthesis dataset with 1.9M reactions from patents (1976-2016). (1) Given the product [CH3:12][C:11]1[S:13][C:2]([C:3]([O:5][CH2:6][CH3:7])=[O:4])=[C:8]([CH3:10])[N:14]=1, predict the reactants needed to synthesize it. The reactants are: Cl[CH:2]([C:8]([CH3:10])=O)[C:3]([O:5][CH2:6][CH3:7])=[O:4].[C:11]([NH2:14])(=[S:13])[CH3:12]. (2) Given the product [NH2:18][C:2]1[N:7]=[CH:6][C:5]([S:8]([NH:11][C:12]2[S:13][CH:14]=[CH:15][N:16]=2)(=[O:10])=[O:9])=[CH:4][CH:3]=1, predict the reactants needed to synthesize it. The reactants are: Cl[C:2]1[N:7]=[CH:6][C:5]([S:8]([NH:11][C:12]2[S:13][CH:14]=[CH:15][N:16]=2)(=[O:10])=[O:9])=[CH:4][CH:3]=1.[OH-].[NH4+:18]. (3) Given the product [Br:28][CH2:2][C:3]1[CH:12]=[CH:11][CH:10]=[C:9]2[C:4]=1[CH2:5][CH2:6][N:7]([C:13]1[NH:22][C:21](=[O:23])[C:20]3[C:15](=[CH:16][C:17]([O:26][CH3:27])=[C:18]([O:24][CH3:25])[CH:19]=3)[N:14]=1)[CH2:8]2, predict the reactants needed to synthesize it. The reactants are: O[CH2:2][C:3]1[CH:12]=[CH:11][CH:10]=[C:9]2[C:4]=1[CH2:5][CH2:6][N:7]([C:13]1[NH:22][C:21](=[O:23])[C:20]3[C:15](=[CH:16][C:17]([O:26][CH3:27])=[C:18]([O:24][CH3:25])[CH:19]=3)[N:14]=1)[CH2:8]2.[BrH:28]. (4) The reactants are: Br[C:2]1[CH:11]=[C:10]2[C:5]([C:6](=[N:22][OH:23])[CH:7]=[C:8]([C:12]3[N:13]=[CH:14][C:15]4[C:20]([CH:21]=3)=[CH:19][CH:18]=[CH:17][CH:16]=4)[O:9]2)=[CH:4][CH:3]=1.C(N(CC)CC)C.[C:31]1([C:37]#[CH:38])[CH:36]=[CH:35][CH:34]=[CH:33][CH:32]=1.Cl. Given the product [CH:14]1[C:15]2[C:20](=[CH:19][CH:18]=[CH:17][CH:16]=2)[CH:21]=[C:12]([C:8]2[O:9][C:10]3[C:5]([C:6](=[N:22][OH:23])[CH:7]=2)=[CH:4][CH:3]=[C:2]([C:38]#[C:37][C:31]2[CH:36]=[CH:35][CH:34]=[CH:33][CH:32]=2)[CH:11]=3)[N:13]=1, predict the reactants needed to synthesize it. (5) Given the product [CH3:8][N:9]1[C:1](=[O:7])[CH2:2][C:3](=[O:5])[NH:12][C:10]1=[O:11], predict the reactants needed to synthesize it. The reactants are: [C:1]([OH:7])(=O)[CH2:2][C:3]([OH:5])=O.[CH3:8][NH:9][C:10]([NH2:12])=[O:11].C(OC(=O)C)(=O)C. (6) Given the product [F:30][C:29]([CH:6]1[CH2:5][CH2:4][O:3][C:2](=[O:7])[O:1]1)([F:31])[CH:28]([F:32])[C:27]([F:34])([F:33])[F:26], predict the reactants needed to synthesize it. The reactants are: [O:1]1[CH2:6][CH2:5][CH2:4][O:3][C:2]1=[O:7].C(OOC(=O)C1C=CC=CC=1)(=O)C1C=CC=CC=1.[F:26][C:27]([F:34])([F:33])[C:28]([F:32])=[C:29]([F:31])[F:30].